This data is from Catalyst prediction with 721,799 reactions and 888 catalyst types from USPTO. The task is: Predict which catalyst facilitates the given reaction. (1) Reactant: [Cl:1][C:2]1[CH:3]=[C:4]([NH:9][C:10]2[C:14]3[CH:15]=[C:16]([C:19]4[CH:24]=[CH:23][CH:22]=[CH:21][CH:20]=4)[CH:17]=[CH:18][C:13]=3[S:12][C:11]=2[N+:25]([O-])=O)[CH:5]=[CH:6][C:7]=1[F:8]. Product: [Cl:1][C:2]1[CH:3]=[C:4]([NH:9][C:10]2[C:14]3[CH:15]=[C:16]([C:19]4[CH:24]=[CH:23][CH:22]=[CH:21][CH:20]=4)[CH:17]=[CH:18][C:13]=3[S:12][C:11]=2[NH2:25])[CH:5]=[CH:6][C:7]=1[F:8]. The catalyst class is: 19. (2) Reactant: [NH2:1][C:2]1[CH:7]=[CH:6][C:5]([F:8])=[CH:4][N:3]=1.CS(C)=O.[I:13]N1C(=O)CCC1=O.C(=O)([O-])O.[Na+]. Product: [F:8][C:5]1[CH:6]=[C:7]([I:13])[C:2]([NH2:1])=[N:3][CH:4]=1. The catalyst class is: 15. (3) Reactant: [Br:1][C:2]1[CH:7]=[CH:6][C:5]([OH:8])=[C:4]([N+:9]([O-])=O)[CH:3]=1.O.O.[Sn](Cl)Cl.C([O-])(O)=O.[Na+]. Product: [NH2:9][C:4]1[CH:3]=[C:2]([Br:1])[CH:7]=[CH:6][C:5]=1[OH:8]. The catalyst class is: 5. (4) Reactant: ClC1N=[N:4][C:5]([CH2:8][C:9]2[CH:14]=[C:13]([C@H:15]3[C@H:20]([O:21][CH2:22][C:23]4[CH:28]=[CH:27][CH:26]=[CH:25][CH:24]=4)[C@@H:19]([O:29][CH2:30][C:31]4[CH:36]=[CH:35][CH:34]=[CH:33][CH:32]=4)[C@H:18]([O:37][CH2:38][C:39]4[CH:44]=[CH:43][CH:42]=[CH:41][CH:40]=4)[C@@H:17]([CH2:45][O:46][CH2:47][C:48]4[CH:53]=[CH:52][CH:51]=[CH:50][CH:49]=4)[O:16]3)[CH:12]=[CH:11][C:10]=2[Cl:54])=CC=1.C([N:58](CC)[CH:59]([CH3:61])[CH3:60])(C)C.C#[C:65][C:66]1[CH:71]=[CH:70][CH:69]=[CH:68][CH:67]=1.O1CCC[CH2:73]1. Product: [Cl:54][C:10]1[CH:11]=[CH:12][C:13]([C@H:15]2[C@H:20]([O:21][CH2:22][C:23]3[CH:28]=[CH:27][CH:26]=[CH:25][CH:24]=3)[C@@H:19]([O:29][CH2:30][C:31]3[CH:36]=[CH:35][CH:34]=[CH:33][CH:32]=3)[C@H:18]([O:37][CH2:38][C:39]3[CH:44]=[CH:43][CH:42]=[CH:41][CH:40]=3)[C@@H:17]([CH2:45][O:46][CH2:47][C:48]3[CH:53]=[CH:52][CH:51]=[CH:50][CH:49]=3)[O:16]2)=[CH:14][C:9]=1[CH2:8][C:5]1[N:4]=[N:58][C:59]([C:60]#[C:65][C:66]2[CH:71]=[CH:70][CH:69]=[CH:68][CH:67]=2)=[CH:61][CH:73]=1. The catalyst class is: 778. (5) Reactant: [CH3:1][O:2][C:3](=[O:14])[C:4]1[CH:9]=[C:8]([N+:10]([O-])=O)[CH:7]=[C:6]([OH:13])[CH:5]=1.[H][H]. Product: [CH3:1][O:2][C:3](=[O:14])[C:4]1[CH:9]=[C:8]([NH2:10])[CH:7]=[C:6]([OH:13])[CH:5]=1. The catalyst class is: 19. (6) Reactant: [Cl:1][C:2]1[CH:3]=[CH:4][C:5]([O:16][CH2:17][C:18]2[CH:23]=[CH:22][CH:21]=[CH:20][CH:19]=2)=[C:6]([CH2:8][N:9]2[C:13]([CH3:14])=[CH:12][C:11]([NH2:15])=[N:10]2)[CH:7]=1.[C:24]1(=O)[O:29][C:27](=[O:28])[C:26]2=[CH:30][CH:31]=[CH:32][CH:33]=[C:25]12. Product: [Cl:1][C:2]1[CH:3]=[CH:4][C:5]([O:16][CH2:17][C:18]2[CH:19]=[CH:20][CH:21]=[CH:22][CH:23]=2)=[C:6]([CH2:8][N:9]2[C:13]([CH3:14])=[CH:12][C:11]([N:15]3[C:27](=[O:28])[C:26]4[C:25](=[CH:33][CH:32]=[CH:31][CH:30]=4)[C:24]3=[O:29])=[N:10]2)[CH:7]=1. The catalyst class is: 11. (7) Reactant: [H-].[Na+].[Br:3][C:4]1[CH:9]=[CH:8][CH:7]=[CH:6][C:5]=1[OH:10].CS(O[CH:16]1[CH2:20][CH2:19][N:18]([CH2:21][C:22]2[CH:27]=[CH:26][C:25]([F:28])=[CH:24][CH:23]=2)[CH2:17]1)(=O)=O. Product: [Br:3][C:4]1[CH:9]=[CH:8][CH:7]=[CH:6][C:5]=1[O:10][CH:17]1[CH2:16][CH2:20][CH2:19][N:18]1[CH2:21][C:22]1[CH:27]=[CH:26][C:25]([F:28])=[CH:24][CH:23]=1. The catalyst class is: 44.